From a dataset of Forward reaction prediction with 1.9M reactions from USPTO patents (1976-2016). Predict the product of the given reaction. (1) Given the reactants [CH2:1]([Zn][CH2:4][CH3:5])[CH3:2].ICI.[C:9]([C:13]1[C:27]([OH:28])=[CH:26][C:16]2[CH2:17][C:18]3([O:25][C:15]=2[CH:14]=1)[CH2:24][CH2:23][CH2:22][CH2:21][CH2:20][CH2:19]3)([CH3:12])([CH3:11])[CH3:10].C(=O)(O)[O-].[Na+], predict the reaction product. The product is: [C:9]([C:13]1[C:27]([OH:28])=[C:4]([CH3:5])[C:16]2[CH2:17][C:18]3([O:25][C:15]=2[CH:14]=1)[CH2:19][CH2:20][CH2:21][CH2:22][CH2:23][CH2:24]3)([CH3:12])([CH3:10])[CH3:11].[C:9]([C:13]1[C:27]([OH:28])=[C:26]([CH2:1][CH3:2])[C:16]2[CH2:17][C:18]3([O:25][C:15]=2[CH:14]=1)[CH2:24][CH2:23][CH2:22][CH2:21][CH2:20][CH2:19]3)([CH3:12])([CH3:10])[CH3:11]. (2) Given the reactants FC(F)(F)S([O:6][S:7]([C:10]([F:13])([F:12])[F:11])(=[O:9])=[O:8])(=O)=O.Cl.Cl.O[C:19]1[N:20]=[C:21]2[C:26](=[CH:27][CH:28]=1)[N:25]=[CH:24][CH:23]=[C:22]2[C:29]1[CH:30]=[C:31]([S:35]([NH2:38])(=[O:37])=[O:36])[CH:32]=[CH:33][CH:34]=1, predict the reaction product. The product is: [F:13][C:10]([F:11])([F:12])[S:7]([O:6][C:19]1[CH:28]=[CH:27][C:26]2[C:21](=[C:22]([C:29]3[CH:34]=[CH:33][CH:32]=[C:31]([S:35]([NH2:38])(=[O:36])=[O:37])[CH:30]=3)[CH:23]=[CH:24][N:25]=2)[N:20]=1)(=[O:8])=[O:9]. (3) The product is: [Cl:1][C:2]1[C:7]([NH2:8])=[C:6]([N+:12]([O-:14])=[O:13])[C:5]([O:15][CH3:16])=[CH:4][CH:3]=1. Given the reactants [Cl:1][C:2]1[C:7]([NH:8]C(=O)C)=[C:6]([N+:12]([O-:14])=[O:13])[C:5]([O:15][CH3:16])=[CH:4][CH:3]=1.ClC1C=C([N+]([O-])=O)C(OC)=CC=1NC(=O)C.Cl.[OH-].[Na+], predict the reaction product. (4) Given the reactants [H-].[Na+].[CH3:3][CH:4]1[CH2:9][CH2:8][N:7]([C:10]([C:12]2[CH:20]=[CH:19][C:18]3[NH:17][C:16]4[CH2:21][CH2:22][N:23]([C:25]([O:27][C:28]([CH3:31])([CH3:30])[CH3:29])=[O:26])[CH2:24][C:15]=4[C:14]=3[CH:13]=2)=[O:11])[CH2:6][CH2:5]1.[CH2:32](Br)[CH:33]=[CH2:34], predict the reaction product. The product is: [CH2:34]([N:17]1[C:18]2[CH:19]=[CH:20][C:12]([C:10]([N:7]3[CH2:8][CH2:9][CH:4]([CH3:3])[CH2:5][CH2:6]3)=[O:11])=[CH:13][C:14]=2[C:15]2[CH2:24][N:23]([C:25]([O:27][C:28]([CH3:30])([CH3:29])[CH3:31])=[O:26])[CH2:22][CH2:21][C:16]1=2)[CH:33]=[CH2:32]. (5) Given the reactants O1C2C=CC=CC=2N=C1.NC1C=CC=CC=1.C(C1[O:22][C:23]2[C:29]([S:30]([N:33]3[CH2:38][CH2:37][CH:36]([N:39]4[CH2:44][CH2:43][CH2:42][CH2:41][CH2:40]4)[CH2:35][CH2:34]3)(=[O:32])=[O:31])=[C:28]([Cl:45])[CH:27]=[CH:26][C:24]=2[N:25]=1)(C)(C)C.OS(O)(=O)=O, predict the reaction product. The product is: [NH2:25][C:24]1[C:23]([OH:22])=[C:29]([S:30]([N:33]2[CH2:38][CH2:37][CH:36]([N:39]3[CH2:44][CH2:43][CH2:42][CH2:41][CH2:40]3)[CH2:35][CH2:34]2)(=[O:32])=[O:31])[C:28]([Cl:45])=[CH:27][CH:26]=1. (6) Given the reactants [NH2:1][C:2]1[N:7]=[C:6]([CH:8]2[CH2:13][CH2:12][CH2:11][N:10](C(OCC3C=CC=CC=3)=O)[CH2:9]2)[CH:5]=[C:4]([NH:24][C:25]2[CH:30]=[CH:29][C:28]([O:31][C:32]3[CH:37]=[CH:36][N:35]=[C:34]4[NH:38][CH:39]=[CH:40][C:33]=34)=[C:27]([F:41])[CH:26]=2)[N:3]=1, predict the reaction product. The product is: [F:41][C:27]1[CH:26]=[C:25]([NH:24][C:4]2[CH:5]=[C:6]([CH:8]3[CH2:13][CH2:12][CH2:11][NH:10][CH2:9]3)[N:7]=[C:2]([NH2:1])[N:3]=2)[CH:30]=[CH:29][C:28]=1[O:31][C:32]1[CH:37]=[CH:36][N:35]=[C:34]2[NH:38][CH:39]=[CH:40][C:33]=12. (7) Given the reactants [CH2:1]([O:8][C:9](=[O:28])[CH2:10][N:11]([C:18]([O:20][CH2:21][C:22]1[CH:27]=[CH:26][CH:25]=[CH:24][CH:23]=1)=[O:19])[CH:12]1[CH2:17][CH2:16][NH:15][CH2:14][CH2:13]1)[C:2]1[CH:7]=[CH:6][CH:5]=[CH:4][CH:3]=1.[C:29]([O:33][C:34](=[O:39])[NH:35][CH2:36][CH:37]=O)([CH3:32])([CH3:31])[CH3:30].C(O[BH-](OC(=O)C)OC(=O)C)(=O)C.[Na+], predict the reaction product. The product is: [CH2:1]([O:8][C:9](=[O:28])[CH2:10][N:11]([C:18]([O:20][CH2:21][C:22]1[CH:23]=[CH:24][CH:25]=[CH:26][CH:27]=1)=[O:19])[CH:12]1[CH2:13][CH2:14][N:15]([CH2:37][CH2:36][NH:35][C:34]([O:33][C:29]([CH3:32])([CH3:31])[CH3:30])=[O:39])[CH2:16][CH2:17]1)[C:2]1[CH:7]=[CH:6][CH:5]=[CH:4][CH:3]=1. (8) Given the reactants [O:1]1[C:7]2[CH:8]=[CH:9][CH:10]=[CH:11][C:6]=2[CH:5]=[CH:4][CH2:3][CH2:2]1.C(=O)([O-])[OH:13].[Na+].OOS([O-])=O.[K+], predict the reaction product. The product is: [O:13]1[CH:5]2[CH:4]1[CH2:3][CH2:2][O:1][C:7]1[CH:8]=[CH:9][CH:10]=[CH:11][C:6]=12. (9) Given the reactants O[CH:2]1[CH2:7][N:6]([C:8]([C:10]2[S:14][C:13]([CH3:15])=[N:12][C:11]=2[C:16]2[CH:21]=[CH:20][CH:19]=[CH:18][CH:17]=2)=[O:9])[CH:5]([CH2:22][NH:23][C:24]([C:26]2[CH:27]=[CH:28][CH:29]=[C:30]3[C:35]=2[N:34]=[CH:33][CH:32]=[CH:31]3)=[O:25])[CH2:4][CH2:3]1.COCCN(S(F)(F)[F:46])CCOC, predict the reaction product. The product is: [F:46][CH:2]1[CH2:7][N:6]([C:8]([C:10]2[S:14][C:13]([CH3:15])=[N:12][C:11]=2[C:16]2[CH:21]=[CH:20][CH:19]=[CH:18][CH:17]=2)=[O:9])[CH:5]([CH2:22][NH:23][C:24]([C:26]2[CH:27]=[CH:28][CH:29]=[C:30]3[C:35]=2[N:34]=[CH:33][CH:32]=[CH:31]3)=[O:25])[CH2:4][CH2:3]1.